From a dataset of Full USPTO retrosynthesis dataset with 1.9M reactions from patents (1976-2016). Predict the reactants needed to synthesize the given product. (1) Given the product [CH3:5][C:6]1[N:11]=[C:10]([C:12]2[C:13]([C:14]3[CH:15]=[C:16]4[C:21](=[CH:22][CH:23]=3)[N:20]=[CH:19][CH:18]=[N:17]4)=[CH:28][NH:26][N:34]=2)[CH:9]=[CH:8][N:7]=1, predict the reactants needed to synthesize it. The reactants are: C(O)(=O)C.[CH3:5][C:6]1[N:11]=[C:10]([C:12](=O)[CH2:13][C:14]2[CH:15]=[C:16]3[C:21](=[CH:22][CH:23]=2)[N:20]=[CH:19][CH:18]=[N:17]3)[CH:9]=[CH:8][N:7]=1.C[N:26]([CH:28](OC)OC)C.O.[NH2:34]N. (2) Given the product [Cl:1][C:2]1[N:6]([CH2:7][CH:8]=[CH2:9])[N:5]=[C:4]([CH3:10])[C:3]=1[C:11]([OH:13])=[O:12], predict the reactants needed to synthesize it. The reactants are: [Cl:1][C:2]1[N:6]([CH2:7][CH:8]=[CH2:9])[N:5]=[C:4]([CH3:10])[C:3]=1[C:11]([O:13]CC)=[O:12].[OH-].[Na+]. (3) Given the product [CH3:27][O:25][CH2:24][O:23][C:22]1[C:6]([C:5](=[O:4])[CH3:10])=[N:7][C:8]([CH2:11][C:12]([CH3:14])([CH3:13])[CH3:15])=[CH:9][CH:21]=1, predict the reactants needed to synthesize it. The reactants are: COC[O:4][C:5]1[C:6](C#N)=[N:7][C:8]([CH2:11][C:12]([CH3:15])([CH3:14])[CH3:13])=[CH:9][CH:10]=1.C[Mg]Cl.[CH3:21][CH2:22][O:23][C:24](C)=[O:25].[CH3:27]CCCCC. (4) Given the product [NH2:1][C:2]1[CH:3]=[C:4]([C:8]2[CH:16]=[CH:15][C:14]([C:17]([NH2:19])=[O:18])=[C:13]3[C:9]=2[CH:10]=[C:11]([CH2:20][CH2:21][OH:22])[NH:12]3)[CH:5]=[CH:6][CH:7]=1, predict the reactants needed to synthesize it. The reactants are: [NH2:1][C:2]1[CH:3]=[C:4]([C:8]2[CH:16]=[CH:15][C:14]([C:17]([NH2:19])=[O:18])=[C:13]3[C:9]=2[CH:10]=[C:11]([CH2:20][CH2:21][O:22]CC)[NH:12]3)[CH:5]=[CH:6][CH:7]=1.BrB(Br)Br.C([O-])(O)=O.[Na+].